Dataset: Forward reaction prediction with 1.9M reactions from USPTO patents (1976-2016). Task: Predict the product of the given reaction. (1) The product is: [Br:39][CH2:40][S:41]([N:23]1[CH2:24][CH2:25][N:20]([C:10]2[N:11]=[C:12]([N:14]3[CH2:15][CH2:16][O:17][CH2:18][CH2:19]3)[N:13]=[C:8]([N:7]3[C:6]4[CH:26]=[CH:27][CH:28]=[C:29]([O:30][CH3:31])[C:5]=4[N:4]=[C:3]3[CH:2]([F:1])[F:32])[N:9]=2)[CH2:21][CH2:22]1)(=[O:43])=[O:42]. Given the reactants [F:1][CH:2]([F:32])[C:3]1[N:7]([C:8]2[N:13]=[C:12]([N:14]3[CH2:19][CH2:18][O:17][CH2:16][CH2:15]3)[N:11]=[C:10]([N:20]3[CH2:25][CH2:24][NH:23][CH2:22][CH2:21]3)[N:9]=2)[C:6]2[CH:26]=[CH:27][CH:28]=[C:29]([O:30][CH3:31])[C:5]=2[N:4]=1.C([O-])([O-])=O.[K+].[K+].[Br:39][CH2:40][S:41](Br)(=[O:43])=[O:42], predict the reaction product. (2) Given the reactants [NH2:1][C:2]1[N:7]=[C:6]([C:8]2[CH:13]=[C:12]([Cl:14])[CH:11]=[CH:10][C:9]=2[OH:15])[CH:5]=[C:4]([Cl:16])[N:3]=1.Br[CH2:18][C:19]1[CH:24]=[CH:23][CH:22]=[CH:21][CH:20]=1, predict the reaction product. The product is: [CH2:18]([O:15][C:9]1[CH:10]=[CH:11][C:12]([Cl:14])=[CH:13][C:8]=1[C:6]1[CH:5]=[C:4]([Cl:16])[N:3]=[C:2]([NH2:1])[N:7]=1)[C:19]1[CH:24]=[CH:23][CH:22]=[CH:21][CH:20]=1.